From a dataset of Forward reaction prediction with 1.9M reactions from USPTO patents (1976-2016). Predict the product of the given reaction. Given the reactants [NH:1]1[CH2:6][CH2:5][O:4][CH2:3][CH2:2]1.[C:7]([NH:11][C:12]([C:14]1[S:47][C:17]2[N:18]=[C:19]([C:41]3[CH:46]=[CH:45][CH:44]=[CH:43][CH:42]=3)[N:20]=[C:21]([C:22]3[CH:27]=[CH:26][CH:25]=[C:24]([NH:28][C:29](OC4C=CC([N+]([O-])=O)=CC=4)=[O:30])[CH:23]=3)[C:16]=2[C:15]=1[NH2:48])=[O:13])([CH3:10])([CH3:9])[CH3:8], predict the reaction product. The product is: [C:7]([NH:11][C:12]([C:14]1[S:47][C:17]2[N:18]=[C:19]([C:41]3[CH:42]=[CH:43][CH:44]=[CH:45][CH:46]=3)[N:20]=[C:21]([C:22]3[CH:27]=[CH:26][CH:25]=[C:24]([NH:28][C:29]([N:1]4[CH2:6][CH2:5][O:4][CH2:3][CH2:2]4)=[O:30])[CH:23]=3)[C:16]=2[C:15]=1[NH2:48])=[O:13])([CH3:10])([CH3:8])[CH3:9].